This data is from Peptide-MHC class II binding affinity with 134,281 pairs from IEDB. The task is: Regression. Given a peptide amino acid sequence and an MHC pseudo amino acid sequence, predict their binding affinity value. This is MHC class II binding data. (1) The peptide sequence is PDTTCSEIEEFRDRA. The MHC is HLA-DPA10201-DPB11401 with pseudo-sequence HLA-DPA10201-DPB11401. The binding affinity (normalized) is 0.0277. (2) The peptide sequence is DYGIKQINSR. The MHC is H-2-IAu with pseudo-sequence H-2-IAu. The binding affinity (normalized) is 0.